Dataset: CYP2C9 inhibition data for predicting drug metabolism from PubChem BioAssay. Task: Regression/Classification. Given a drug SMILES string, predict its absorption, distribution, metabolism, or excretion properties. Task type varies by dataset: regression for continuous measurements (e.g., permeability, clearance, half-life) or binary classification for categorical outcomes (e.g., BBB penetration, CYP inhibition). Dataset: cyp2c9_veith. (1) The drug is Cc1cnc(C(=O)OCC(=O)N(C(C)C)C(C)C)cn1. The result is 0 (non-inhibitor). (2) The molecule is COC(=O)[C@@]1(Cc2ccc(F)cc2)[C@H]2c3cc(C(=O)N4CCCC4)n(CCc4ccc(OC)c(Br)c4)c3C[C@H]2CN1C(=O)c1ccccc1. The result is 1 (inhibitor).